From a dataset of Forward reaction prediction with 1.9M reactions from USPTO patents (1976-2016). Predict the product of the given reaction. (1) Given the reactants [CH2:1]([C:8]1[N:13]=[N:12][C:11]([NH:14][C:15]([C:17]2[CH:22]=[CH:21][C:20]([CH:23]3[CH2:28][CH2:27][CH:26]([CH2:29][C:30]([O:32]C(C)(C)C)=[O:31])[CH2:25][CH2:24]3)=[CH:19][CH:18]=2)=[O:16])=[CH:10][CH:9]=1)[C:2]1[CH:7]=[CH:6][CH:5]=[CH:4][CH:3]=1.O.[OH-].[Li+], predict the reaction product. The product is: [CH2:1]([C:8]1[N:13]=[N:12][C:11]([NH:14][C:15]([C:17]2[CH:18]=[CH:19][C:20]([C@H:23]3[CH2:28][CH2:27][C@H:26]([CH2:29][C:30]([OH:32])=[O:31])[CH2:25][CH2:24]3)=[CH:21][CH:22]=2)=[O:16])=[CH:10][CH:9]=1)[C:2]1[CH:7]=[CH:6][CH:5]=[CH:4][CH:3]=1. (2) Given the reactants O[C:2]1[C:11]2[C:6](=[CH:7][CH:8]=[C:9]([O:12][C:13]3[CH:18]=[CH:17][CH:16]=[CH:15][CH:14]=3)[CH:10]=2)[N:5]=[CH:4][C:3]=1[C:19]([O:21][CH2:22][CH3:23])=[O:20].O=P(Cl)(Cl)[Cl:26], predict the reaction product. The product is: [Cl:26][C:2]1[C:11]2[C:6](=[CH:7][CH:8]=[C:9]([O:12][C:13]3[CH:18]=[CH:17][CH:16]=[CH:15][CH:14]=3)[CH:10]=2)[N:5]=[CH:4][C:3]=1[C:19]([O:21][CH2:22][CH3:23])=[O:20]. (3) Given the reactants O[CH:2]([C:4]1[O:5][C:6](=[O:21])[C:7]2[C:12]([C:13]=1[C:14]1[CH:15]=[N:16][C:17]([CH3:20])=[CH:18][CH:19]=1)=[CH:11][CH:10]=[CH:9][CH:8]=2)[CH3:3].P(Br)(Br)[Br:23], predict the reaction product. The product is: [BrH:23].[Br:23][CH:2]([C:4]1[O:5][C:6](=[O:21])[C:7]2[C:12]([C:13]=1[C:14]1[CH:15]=[N:16][C:17]([CH3:20])=[CH:18][CH:19]=1)=[CH:11][CH:10]=[CH:9][CH:8]=2)[CH3:3]. (4) The product is: [Cl:40][C:22]1[C:23]([NH:25][C:26]2[CH:31]=[CH:30][C:29]([N:32]3[CH2:33][CH2:34][O:35][CH2:36][CH2:37]3)=[CH:28][C:27]=2[O:38][CH3:39])=[N:24][C:19]([NH:1][C:2]2[C:3]([O:16][CH3:17])=[CH:4][C:5]3[CH2:11][N:10]([CH2:12][CH3:13])[CH2:9][C:8](=[O:14])[NH:7][C:6]=3[CH:15]=2)=[N:20][CH:21]=1. Given the reactants [NH2:1][C:2]1[C:3]([O:16][CH3:17])=[CH:4][C:5]2[CH2:11][N:10]([CH2:12][CH3:13])[CH2:9][C:8](=[O:14])[NH:7][C:6]=2[CH:15]=1.Cl[C:19]1[N:24]=[C:23]([NH:25][C:26]2[CH:31]=[CH:30][C:29]([N:32]3[CH2:37][CH2:36][O:35][CH2:34][CH2:33]3)=[CH:28][C:27]=2[O:38][CH3:39])[C:22]([Cl:40])=[CH:21][N:20]=1, predict the reaction product. (5) Given the reactants Cl[CH2:2][C:3]1[N:8]=[C:7]([C:9]([NH:11][C:12]2[CH:20]=[C:19]([C:21]3[CH:22]=[N:23][C:24]([Cl:32])=[C:25]([NH:27][S:28]([CH3:31])(=[O:30])=[O:29])[CH:26]=3)[CH:18]=[C:17]3[C:13]=2[CH:14]=[N:15][N:16]3S(C2C=CC=CC=2)(=O)=O)=[O:10])[CH:6]=[CH:5][CH:4]=1.[NH:42]1[CH2:47][CH2:46][CH2:45][CH2:44][CH2:43]1.[OH-:48].[Na+].Cl, predict the reaction product. The product is: [CH:9]([OH:10])=[O:48].[Cl:32][C:24]1[N:23]=[CH:22][C:21]([C:19]2[CH:18]=[C:17]3[C:13]([CH:14]=[N:15][NH:16]3)=[C:12]([NH:11][C:9]([C:7]3[CH:6]=[CH:5][CH:4]=[C:3]([CH2:2][N:42]4[CH2:47][CH2:46][CH2:45][CH2:44][CH2:43]4)[N:8]=3)=[O:10])[CH:20]=2)=[CH:26][C:25]=1[NH:27][S:28]([CH3:31])(=[O:29])=[O:30].